Dataset: Forward reaction prediction with 1.9M reactions from USPTO patents (1976-2016). Task: Predict the product of the given reaction. (1) Given the reactants [OH-].[Na+].[CH2:3]([C:5]([S:22][CH2:23][CH2:24][CH2:25][CH2:26]/[CH:27]=[CH:28]\[CH2:29]/[CH:30]=[CH:31]\[CH2:32]/[CH:33]=[CH:34]\[CH2:35]/[CH:36]=[CH:37]\[CH2:38]/[CH:39]=[CH:40]\[CH2:41][CH3:42])([CH2:20][CH3:21])[C:6]([NH:8][C:9]1[CH:10]=[CH:11][C:12]([OH:19])=[C:13]([CH:18]=1)[C:14]([O:16]C)=[O:15])=[O:7])[CH3:4].Cl, predict the reaction product. The product is: [CH2:3]([C:5]([S:22][CH2:23][CH2:24][CH2:25][CH2:26]/[CH:27]=[CH:28]\[CH2:29]/[CH:30]=[CH:31]\[CH2:32]/[CH:33]=[CH:34]\[CH2:35]/[CH:36]=[CH:37]\[CH2:38]/[CH:39]=[CH:40]\[CH2:41][CH3:42])([CH2:20][CH3:21])[C:6]([NH:8][C:9]1[CH:10]=[CH:11][C:12]([OH:19])=[C:13]([CH:18]=1)[C:14]([OH:16])=[O:15])=[O:7])[CH3:4]. (2) Given the reactants [NH2:1][C@@H:2]1[CH2:6][CH2:5][N:4]([C:7]2[N:12]=[CH:11][C:10]([N:13]([CH3:33])[C:14](=[O:32])[C:15]([C:18]3[CH:23]=[C:22]([C:24]([F:27])([F:26])[F:25])[CH:21]=[C:20]([C:28]([F:31])([F:30])[F:29])[CH:19]=3)([CH3:17])[CH3:16])=[C:9]([C:34]3[CH:39]=[CH:38][C:37]([F:40])=[CH:36][C:35]=3[CH3:41])[CH:8]=2)[CH2:3]1.C(N(CC)C(C)C)(C)C.[CH3:51][S:52](Cl)(=[O:54])=[O:53], predict the reaction product. The product is: [F:27][C:24]([F:25])([F:26])[C:22]1[CH:23]=[C:18]([C:15]([CH3:16])([CH3:17])[C:14]([N:13]([C:10]2[CH:11]=[N:12][C:7]([N:4]3[CH2:5][CH2:6][C@@H:2]([NH:1][S:52]([CH3:51])(=[O:54])=[O:53])[CH2:3]3)=[CH:8][C:9]=2[C:34]2[CH:39]=[CH:38][C:37]([F:40])=[CH:36][C:35]=2[CH3:41])[CH3:33])=[O:32])[CH:19]=[C:20]([C:28]([F:29])([F:30])[F:31])[CH:21]=1. (3) Given the reactants [CH2:1]([N:3]1[CH:8]2[CH2:9][CH2:10][CH:4]1[CH2:5][CH:6]([C:11]1[N:16]3[N:17]=[C:18]([C:21]4[CH:26]=[CH:25][N:24]=[CH:23][CH:22]=4)[C:19](I)=[C:15]3[N:14]=[CH:13][CH:12]=1)[CH2:7]2)[CH3:2].CC1(C)C(C)(C)OB([C:35]2[CH:41]=[CH:40][C:38]([NH2:39])=[CH:37][CH:36]=2)O1, predict the reaction product. The product is: [CH2:1]([N:3]1[CH:8]2[CH2:9][CH2:10][CH:4]1[CH2:5][CH:6]([C:11]1[N:16]3[N:17]=[C:18]([C:21]4[CH:26]=[CH:25][N:24]=[CH:23][CH:22]=4)[C:19]([C:35]4[CH:41]=[CH:40][C:38]([NH2:39])=[CH:37][CH:36]=4)=[C:15]3[N:14]=[CH:13][CH:12]=1)[CH2:7]2)[CH3:2]. (4) Given the reactants C([N:8]1[CH2:13][C:12]([CH3:15])([CH3:14])[O:11][CH2:10][CH:9]1[CH2:16][CH:17]([OH:19])[CH3:18])C1C=CC=CC=1, predict the reaction product. The product is: [CH3:15][C:12]1([CH3:14])[CH2:13][NH:8][CH:9]([CH2:16][CH:17]([OH:19])[CH3:18])[CH2:10][O:11]1. (5) Given the reactants Br[C:2]1[CH:7]=[CH:6][C:5](/[CH:8]=[CH:9]/[C:10]2[NH:11][CH:12]=[C:13]([C:15]3[CH:20]=[CH:19][C:18]([Cl:21])=[CH:17][C:16]=3[Cl:22])[N:14]=2)=[CH:4][CH:3]=1.[C:23]([C:25]1[CH:30]=[CH:29][C:28]([O:31][CH3:32])=[CH:27][CH:26]=1)#[CH:24], predict the reaction product. The product is: [Cl:22][C:16]1[CH:17]=[C:18]([Cl:21])[CH:19]=[CH:20][C:15]=1[C:13]1[N:14]=[C:10](/[CH:9]=[CH:8]/[C:5]2[CH:6]=[CH:7][C:2]([C:24]#[C:23][C:25]3[CH:30]=[CH:29][C:28]([O:31][CH3:32])=[CH:27][CH:26]=3)=[CH:3][CH:4]=2)[NH:11][CH:12]=1. (6) Given the reactants [NH:1]1[CH2:6][CH2:5][NH:4][CH2:3][CH2:2]1.Br[CH2:8][C:9]1[CH:14]=[CH:13][CH:12]=[CH:11][C:10]=1[C:15]([F:18])([F:17])[F:16].C(N(CC)CC)C, predict the reaction product. The product is: [F:16][C:15]([F:17])([F:18])[C:10]1[CH:11]=[CH:12][CH:13]=[CH:14][C:9]=1[CH2:8][N:1]1[CH2:6][CH2:5][NH:4][CH2:3][CH2:2]1. (7) Given the reactants [F:8][C:7]([F:10])([F:9])[C:6](O[C:6](=[O:11])[C:7]([F:10])([F:9])[F:8])=[O:11].[Cl-].[C:15]1([CH3:27])[CH:20]=[CH:19][CH:18]=[CH:17][C:16]=1[NH+:21]1[CH2:26][CH2:25][NH2+:24][CH2:23][CH2:22]1.[Cl-], predict the reaction product. The product is: [F:10][C:7]([F:8])([F:9])[C:6]([N:24]1[CH2:25][CH2:26][N:21]([C:16]2[CH:17]=[CH:18][CH:19]=[CH:20][C:15]=2[CH3:27])[CH2:22][CH2:23]1)=[O:11].